The task is: Predict the product of the given reaction.. This data is from Forward reaction prediction with 1.9M reactions from USPTO patents (1976-2016). (1) Given the reactants C([BH3-])#N.[Na+].O=[C:6]1[CH2:11][CH2:10][N:9]([C:12]([O:14][C:15]([CH3:18])([CH3:17])[CH3:16])=[O:13])[CH2:8][CH2:7]1.[CH2:19]1[NH:24][CH2:23][CH2:22][N:21]([C:25]([O:27][CH2:28][C:29]2[CH:34]=[CH:33][CH:32]=[CH:31][CH:30]=2)=[O:26])[CH2:20]1.C(O)(=O)C, predict the reaction product. The product is: [C:15]([O:14][C:12]([N:9]1[CH2:10][CH2:11][CH:6]([N:24]2[CH2:19][CH2:20][N:21]([C:25]([O:27][CH2:28][C:29]3[CH:34]=[CH:33][CH:32]=[CH:31][CH:30]=3)=[O:26])[CH2:22][CH2:23]2)[CH2:7][CH2:8]1)=[O:13])([CH3:18])([CH3:17])[CH3:16]. (2) Given the reactants O=[C:2]1C(=O)C2C(=CC=C(S(Cl)(=O)=O)C=2)N1.CN1CCN(C[C@@H]2CCCN2)CC1.[CH3:29][N:30]1[CH2:35][CH2:34][N:33]([CH2:36][C@@H:37]2[CH2:41][CH2:40][CH2:39][N:38]2[S:42]([C:45]2[CH:53]=[CH:52][C:51]3N4CC5(CCCC5)CN=C4C(=O)[C:47]=3[CH:46]=2)(=[O:44])=[O:43])[CH2:32][CH2:31]1, predict the reaction product. The product is: [CH3:29][N:30]1[CH2:31][CH2:32][N:33]([CH2:36][C@@H:37]2[CH2:41][CH2:40][CH2:39][N:38]2[S:42]([C:45]2[CH:46]=[CH:47][C:51]([CH3:2])=[CH:52][CH:53]=2)(=[O:43])=[O:44])[CH2:34][CH2:35]1. (3) Given the reactants [C-:1]#[N:2].[K+].Cl[CH2:5][C:6]1[C:10]([CH2:11]Cl)=[C:9]([CH3:13])[S:8][C:7]=1[CH3:14].C[N:16]([CH:18]=O)C, predict the reaction product. The product is: [C:1]([CH2:5][C:6]1[C:10]([CH2:11][C:18]#[N:16])=[C:9]([CH3:13])[S:8][C:7]=1[CH3:14])#[N:2]. (4) Given the reactants Br[C:2]1[C:7]([CH3:8])=[CH:6][C:5]([N+:9]([O-:11])=[O:10])=[CH:4][N:3]=1.C(=O)([O-])[O-].[Cs+].[Cs+].[C:18]([O:22][C:23]([N:25]1[CH2:30][CH:29]=[C:28](B2OC(C)(C)C(C)(C)O2)[CH2:27][CH2:26]1)=[O:24])([CH3:21])([CH3:20])[CH3:19], predict the reaction product. The product is: [C:18]([O:22][C:23]([N:25]1[CH2:26][CH:27]=[C:28]([C:2]2[C:7]([CH3:8])=[CH:6][C:5]([N+:9]([O-:11])=[O:10])=[CH:4][N:3]=2)[CH2:29][CH2:30]1)=[O:24])([CH3:21])([CH3:19])[CH3:20].